Dataset: TCR-epitope binding with 47,182 pairs between 192 epitopes and 23,139 TCRs. Task: Binary Classification. Given a T-cell receptor sequence (or CDR3 region) and an epitope sequence, predict whether binding occurs between them. (1) The epitope is GTSGSPIINR. The TCR CDR3 sequence is CASSSGPEDEQFF. Result: 1 (the TCR binds to the epitope). (2) The epitope is RLRPGGKKK. The TCR CDR3 sequence is CASSFGWGGETEAFF. Result: 1 (the TCR binds to the epitope). (3) The epitope is RAKFKQLL. The TCR CDR3 sequence is CASSLTDTQYF. Result: 1 (the TCR binds to the epitope). (4) The epitope is RILGAGCFV. The TCR CDR3 sequence is CATSDFRQGDVLFWQFF. Result: 0 (the TCR does not bind to the epitope). (5) The epitope is SLYNTVATL. The TCR CDR3 sequence is CASSFVVHEQFF. Result: 0 (the TCR does not bind to the epitope). (6) The epitope is FVDGVPFVV. The TCR CDR3 sequence is CASSEPPVAQETQYF. Result: 1 (the TCR binds to the epitope). (7) The epitope is DATYQRTRALVR. The TCR CDR3 sequence is CASSSRVAGGRYNEQFF. Result: 0 (the TCR does not bind to the epitope). (8) The epitope is YFPLQSYGF. The TCR CDR3 sequence is CASSQDLPASDGYTF. Result: 1 (the TCR binds to the epitope). (9) The epitope is EPLPQGQLTAY. The TCR CDR3 sequence is CASRLPGGYNEQFF. Result: 1 (the TCR binds to the epitope).